This data is from Peptide-MHC class II binding affinity with 134,281 pairs from IEDB. The task is: Regression. Given a peptide amino acid sequence and an MHC pseudo amino acid sequence, predict their binding affinity value. This is MHC class II binding data. (1) The peptide sequence is AFKVAATAANAAPQN. The MHC is DRB1_0401 with pseudo-sequence DRB1_0401. The binding affinity (normalized) is 0.913. (2) The peptide sequence is NNLMMIEQYPYVVIM. The MHC is HLA-DPA10301-DPB10402 with pseudo-sequence HLA-DPA10301-DPB10402. The binding affinity (normalized) is 0.336. (3) The peptide sequence is VAVSEGKPTEKHIQI. The MHC is DRB1_0101 with pseudo-sequence DRB1_0101. The binding affinity (normalized) is 0.151. (4) The MHC is DRB5_0101 with pseudo-sequence DRB5_0101. The peptide sequence is PALFFTFLANLNLTE. The binding affinity (normalized) is 0.575. (5) The peptide sequence is GATVAVDCRPFNGGE. The MHC is HLA-DQA10101-DQB10501 with pseudo-sequence HLA-DQA10101-DQB10501. The binding affinity (normalized) is 0.0318. (6) The peptide sequence is AWMSAAAAQAEQAAT. The MHC is DRB3_0202 with pseudo-sequence DRB3_0202. The binding affinity (normalized) is 0.323. (7) The binding affinity (normalized) is 0.159. The MHC is HLA-DPA10103-DPB10201 with pseudo-sequence HLA-DPA10103-DPB10201. The peptide sequence is VIPAGELQVIEKVDA.